This data is from Blood-brain barrier permeability classification from the B3DB database. The task is: Regression/Classification. Given a drug SMILES string, predict its absorption, distribution, metabolism, or excretion properties. Task type varies by dataset: regression for continuous measurements (e.g., permeability, clearance, half-life) or binary classification for categorical outcomes (e.g., BBB penetration, CYP inhibition). Dataset: b3db_classification. (1) The drug is OCCCN1CCN(CCCC2c3ccccc3Sc3ccc(Cl)cc32)CC1. The result is 1 (penetrates BBB). (2) The compound is CC(=O)OCC(=O)[C@@]1(O)[C@H](C)C[C@H]2[C@@H]3C=C(C)C4=Cc5c(cnn5-c5ccccc5)C[C@]4(C)[C@H]3[C@@H](O)C[C@@]21C. The result is 1 (penetrates BBB). (3) The compound is C/C=C/C(=O)N(CC)[C@@H](CC)C(=O)N(C)C. The result is 1 (penetrates BBB).